Task: Predict the product of the given reaction.. Dataset: Forward reaction prediction with 1.9M reactions from USPTO patents (1976-2016) (1) Given the reactants [N+:1]([C:4]1[CH:22]=[CH:21][C:7]2[N:8]([CH2:16][C:17]([F:20])([F:19])[F:18])[CH:9]([C:12]([F:15])([F:14])[F:13])[CH2:10][O:11][C:6]=2[CH:5]=1)([O-])=O, predict the reaction product. The product is: [NH2:1][C:4]1[CH:22]=[CH:21][C:7]2[N:8]([CH2:16][C:17]([F:20])([F:19])[F:18])[CH:9]([C:12]([F:13])([F:14])[F:15])[CH2:10][O:11][C:6]=2[CH:5]=1. (2) Given the reactants [CH3:1][O:2][C:3]1[CH:8]=[CH:7][C:6]([OH:9])=[CH:5][CH:4]=1.C([O-])([O-])=O.[K+].[K+].[CH2:16](Br)[CH:17]=[CH2:18], predict the reaction product. The product is: [CH2:16]([O:9][C:6]1[CH:7]=[CH:8][C:3]([O:2][CH3:1])=[CH:4][CH:5]=1)[CH:17]=[CH2:18]. (3) Given the reactants [N:1]1[CH:6]=[CH:5][C:4]([C@@H:7]([OH:10])[CH2:8][OH:9])=[CH:3][CH:2]=1.N1C=CN=C1.[C:16]([Si:20](Cl)([CH3:22])[CH3:21])([CH3:19])([CH3:18])[CH3:17].O, predict the reaction product. The product is: [Si:20]([O:9][CH2:8][C@@H:7]([C:4]1[CH:5]=[CH:6][N:1]=[CH:2][CH:3]=1)[OH:10])([C:16]([CH3:19])([CH3:18])[CH3:17])([CH3:22])[CH3:21]. (4) Given the reactants [C:1]([O:5][C:6](=[O:36])[NH:7][CH2:8][CH2:9][CH2:10][N:11]1[C:20]2[CH:19]=[CH:18][C:17]([C:21]#[C:22][CH2:23][OH:24])=[CH:16][C:15]=2[C:14]2=[N:25][N:26]([CH:29]3[CH2:34][CH2:33][CH2:32][CH2:31][O:30]3)[C:27]([CH3:28])=[C:13]2[C:12]1=[O:35])([CH3:4])([CH3:3])[CH3:2].C(Cl)Cl.[H][H], predict the reaction product. The product is: [C:1]([O:5][C:6](=[O:36])[NH:7][CH2:8][CH2:9][CH2:10][N:11]1[C:20]2[CH:19]=[CH:18][C:17]([CH2:21][CH2:22][CH2:23][OH:24])=[CH:16][C:15]=2[C:14]2=[N:25][N:26]([CH:29]3[CH2:34][CH2:33][CH2:32][CH2:31][O:30]3)[C:27]([CH3:28])=[C:13]2[C:12]1=[O:35])([CH3:4])([CH3:2])[CH3:3].[C:1]([O:5][C:6](=[O:36])[NH:7][CH2:8][CH2:9][CH2:10][N:11]1[C:20]2[CH:19]=[CH:18][C:17]([CH2:21][CH2:22][CH3:23])=[CH:16][C:15]=2[C:14]2=[N:25][N:26]([CH:29]3[CH2:34][CH2:33][CH2:32][CH2:31][O:30]3)[C:27]([CH3:28])=[C:13]2[C:12]1=[O:35])([CH3:2])([CH3:3])[CH3:4]. (5) Given the reactants [NH2:1][CH2:2][C:3]1[O:4][CH:5]=[C:6]([O:10][CH2:11][C:12]2[CH:17]=[CH:16][CH:15]=[CH:14][CH:13]=2)[C:7](=[O:9])[CH:8]=1.[CH3:18][C:19]1[CH:24]=[CH:23][C:22]([S:25](Cl)(=[O:27])=[O:26])=[CH:21][CH:20]=1.C(OC1C(=O)C=C(CNS(C2C=CC=CC=2)(=O)=O)OC=1)C1C=CC=CC=1, predict the reaction product. The product is: [CH2:11]([O:10][C:6]1[C:7](=[O:9])[CH:8]=[C:3]([CH2:2][NH:1][S:25]([C:22]2[CH:23]=[CH:24][C:19]([CH3:18])=[CH:20][CH:21]=2)(=[O:27])=[O:26])[O:4][CH:5]=1)[C:12]1[CH:17]=[CH:16][CH:15]=[CH:14][CH:13]=1. (6) Given the reactants [CH2:1]([O:8][C:9]1[C:13]2[C:14](=[O:54])[C@:15]3([O:46][Si:47]([C:50]([CH3:53])([CH3:52])[CH3:51])([CH3:49])[CH3:48])[C@H:28]([C@H:29]([N:30]([CH3:32])[CH3:31])[C:12]=2[O:11][N:10]=1)[CH2:27][C@H:26]1[C:17]([C:18](=[O:44])[C:19]2[C:20]([O:36][CH2:37][C:38]4[CH:43]=[CH:42][CH:41]=[CH:40][CH:39]=4)=[C:21](Br)[CH:22]=[C:23]([O:33][CH3:34])[C:24]=2[CH2:25]1)=[C:16]3[OH:45])[C:2]1[CH:7]=[CH:6][CH:5]=[CH:4][CH:3]=1.[O:55]=O, predict the reaction product. The product is: [CH2:1]([O:8][C:9]1[C:13]2[C:14](=[O:54])[C@:15]3([O:46][Si:47]([C:50]([CH3:53])([CH3:52])[CH3:51])([CH3:49])[CH3:48])[C@H:28]([C@H:29]([N:30]([CH3:32])[CH3:31])[C:12]=2[O:11][N:10]=1)[CH2:27][C@H:26]1[C:17]([C:18](=[O:44])[C:19]2[C:20]([O:36][CH2:37][C:38]4[CH:43]=[CH:42][CH:41]=[CH:40][CH:39]=4)=[C:21]([OH:55])[CH:22]=[C:23]([O:33][CH3:34])[C:24]=2[CH2:25]1)=[C:16]3[OH:45])[C:2]1[CH:7]=[CH:6][CH:5]=[CH:4][CH:3]=1. (7) Given the reactants [C:1]([C:3]1[CH:8]=[CH:7][C:6]([NH:9][C:10]([CH:12]2[NH:16][CH:15]([CH2:17][C:18]([CH3:21])([CH3:20])[CH3:19])[C:14]3([C:29]4[C:24](=[CH:25][C:26]([Cl:30])=[CH:27][CH:28]=4)[NH:23][C:22]3=[O:31])[CH:13]2[C:32]2[CH:37]=[CH:36][CH:35]=[C:34]([Cl:38])[C:33]=2[F:39])=[O:11])=[C:5]([F:40])[CH:4]=1)#[N:2].[OH:41]O.[OH-].[Na+], predict the reaction product. The product is: [C:1]([C:3]1[CH:8]=[CH:7][C:6]([NH:9][C:10]([CH:12]2[NH:16][CH:15]([CH2:17][C:18]([CH3:21])([CH3:20])[CH3:19])[C:14]3([C:29]4[C:24](=[CH:25][C:26]([Cl:30])=[CH:27][CH:28]=4)[NH:23][C:22]3=[O:31])[CH:13]2[C:32]2[CH:37]=[CH:36][CH:35]=[C:34]([Cl:38])[C:33]=2[F:39])=[O:11])=[C:5]([F:40])[CH:4]=1)(=[O:41])[NH2:2]. (8) The product is: [CH3:12][C:11]1[N:6]([CH2:5][C:4]([NH:16][NH2:17])=[O:3])[C:7](=[O:13])[CH:8]=[CH:9][CH:10]=1. Given the reactants C([O:3][C:4](=O)[CH2:5][N:6]1[C:11]([CH3:12])=[CH:10][CH:9]=[CH:8][C:7]1=[O:13])C.O.[NH2:16][NH2:17], predict the reaction product. (9) Given the reactants [NH2:1][CH2:2][CH2:3][CH2:4][NH:5][C:6]([C:8]1[CH:12]=[C:11]([C:13]2[CH:18]=[C:17]([O:19][C:20]3[CH:25]=[C:24]([C:26]([NH:28][C:29]4[CH:34]=[C:33]([CH3:35])[CH:32]=[CH:31][C:30]=4[F:36])=[O:27])[CH:23]=[CH:22][C:21]=3[F:37])[CH:16]=[CH:15][N:14]=2)[NH:10][CH:9]=1)=[O:7].C(N(CC)C(C)C)(C)C.Br[CH2:48][C:49]([O:51][CH3:52])=[O:50].O, predict the reaction product. The product is: [F:37][C:21]1[CH:22]=[CH:23][C:24]([C:26]([NH:28][C:29]2[CH:34]=[C:33]([CH3:35])[CH:32]=[CH:31][C:30]=2[F:36])=[O:27])=[CH:25][C:20]=1[O:19][C:17]1[CH:16]=[CH:15][N:14]=[C:13]([C:11]2[NH:10][CH:9]=[C:8]([C:6]([NH:5][CH2:4][CH2:3][CH2:2][NH:1][CH2:48][C:49]([O:51][CH3:52])=[O:50])=[O:7])[CH:12]=2)[CH:18]=1. (10) Given the reactants ClC1C=CC(C(OC)=O)=C(O)C=1.C(Cl)C(=C)C.C(=O)([O-])[O-].[K+].[K+].ClC1C=CC(C(OC)=O)=C(OCC(C)=C)C=1.[Cl:40][C:41]1[CH:50]=[CH:49][C:44]([C:45](OC)=[O:46])=[C:43]([OH:51])[C:42]=1[CH2:52][C:53]([CH3:55])=[CH2:54].ClC1C2CC(C)(C)OC=2C(C(OC)=O)=CC=1.CC(C[AlH]CC(C)C)C, predict the reaction product. The product is: [Cl:40][C:41]1[C:42]2[CH2:52][C:53]([CH3:55])([CH3:54])[O:51][C:43]=2[C:44]([CH:45]=[O:46])=[CH:49][CH:50]=1.